From a dataset of Reaction yield outcomes from USPTO patents with 853,638 reactions. Predict the reaction yield, written as a fraction of the theoretical maximum amount of product (1.0 means a 100% yield; for example, 0.34 means a 34% yield). (1) The reactants are Cl[C:2]1[CH:15]=[CH:14][C:5]([C:6]([O:8][CH2:9][CH2:10][N:11]([CH3:13])[CH3:12])=[O:7])=[CH:4][C:3]=1[N+:16]([O-:18])=[O:17].[C:19]([N:22]1[CH2:27][CH2:26][N:25]([C:28]2[CH:29]=[C:30]([CH:32]=[CH:33][CH:34]=2)[NH2:31])[CH2:24][CH2:23]1)(=[O:21])[CH3:20].C(N(CC)CC)C. The catalyst is CN1C(=O)CCC1. The product is [N+:16]([C:3]1[CH:4]=[C:5]([CH:14]=[CH:15][C:2]=1[NH:31][C:30]1[CH:32]=[CH:33][CH:34]=[C:28]([N:25]2[CH2:24][CH2:23][N:22]([C:19](=[O:21])[CH3:20])[CH2:27][CH2:26]2)[CH:29]=1)[C:6]([O:8][CH2:9][CH2:10][N:11]([CH3:13])[CH3:12])=[O:7])([O-:18])=[O:17]. The yield is 0.240. (2) The reactants are [CH2:1]([O:7][C:8]1[CH:26]=[CH:25][C:11]([C:12]([NH:14][C:15]2[CH:24]=[CH:23][C:18]([C:19](OC)=[O:20])=[CH:17][CH:16]=2)=[O:13])=[CH:10][CH:9]=1)[CH2:2][CH2:3][CH2:4][CH2:5][CH3:6].O.[NH2:28][NH2:29]. The catalyst is CCO. The product is [CH2:1]([O:7][C:8]1[CH:26]=[CH:25][C:11]([C:12]([NH:14][C:15]2[CH:24]=[CH:23][C:18]([C:19]([NH:28][NH2:29])=[O:20])=[CH:17][CH:16]=2)=[O:13])=[CH:10][CH:9]=1)[CH2:2][CH2:3][CH2:4][CH2:5][CH3:6]. The yield is 0.800. (3) The reactants are [O:1]1[C:5]2[CH:6]=[CH:7][CH:8]=[CH:9][C:4]=2[CH2:3][CH2:2]1.[N+:10]([O-])([OH:12])=[O:11].C([O-])([O-])=O.[Na+].[Na+]. The catalyst is C(O)(=O)C. The product is [N+:10]([C:8]1[CH:7]=[CH:6][C:5]2[O:1][CH2:2][CH2:3][C:4]=2[CH:9]=1)([O-:12])=[O:11]. The yield is 0.146.